From a dataset of Catalyst prediction with 721,799 reactions and 888 catalyst types from USPTO. Predict which catalyst facilitates the given reaction. (1) Reactant: [S:1]1[C:9]2[CH2:8][CH:7]([C:10]([OH:12])=[O:11])[NH:6][CH2:5][C:4]=2[CH:3]=[CH:2]1.[Cl:13][C:14]1[CH:19]=[CH:18][C:17]([N:20]=[C:21]=[O:22])=[CH:16][CH:15]=1. Product: [Cl:13][C:14]1[CH:19]=[CH:18][C:17]([NH:20][C:21]([C:2]2[S:1][C:9]3[CH2:8][CH:7]([C:10]([OH:12])=[O:11])[NH:6][CH2:5][C:4]=3[CH:3]=2)=[O:22])=[CH:16][CH:15]=1. The catalyst class is: 3. (2) Reactant: CCN=C=N[CH2:6][CH2:7][CH2:8][N:9](C)C.C1C=CC2N([OH:21])N=NC=2C=1.[C:22]([NH:29][C@H:30]([C:38]([OH:40])=O)[CH2:31][C:32]1[CH:37]=[CH:36][CH:35]=[CH:34][CH:33]=1)([O:24][C:25]([CH3:28])([CH3:27])[CH3:26])=[O:23].N[C:42]12[C:60]3[C:55](=[CH:56][CH:57]=[CH:58][CH:59]=3)[C:54](=[O:61])C1(O)C1[C:49]([O:50]2)=[CH:48][C:47]([CH:51]([CH3:53])[CH3:52])=[CH:46]C=1. Product: [OH:21][C:42]12[C:60]3[C:55](=[CH:56][CH:57]=[CH:58][CH:59]=3)[C:54](=[O:61])[C:8]1([NH:9][C:38](=[O:40])[C@H:30]([NH:29][C:22](=[O:23])[O:24][C:25]([CH3:26])([CH3:27])[CH3:28])[CH2:31][C:32]1[CH:33]=[CH:34][CH:35]=[CH:36][CH:37]=1)[C:7]1[CH:6]=[CH:46][C:47]([CH:51]([CH3:53])[CH3:52])=[CH:48][C:49]=1[O:50]2. The catalyst class is: 2. (3) Reactant: [CH3:1][O:2][P:3]([CH3:7])(=[O:6])[O:4][CH3:5].[Li+].CCC[CH2-].C[O:14][C:15]([C:17]1[CH:18]=[N:19][N:20]([C:23]2[CH:28]=[CH:27][CH:26]=[CH:25][CH:24]=2)[C:21]=1[CH3:22])=O. Product: [CH3:1][O:2][P:3]([CH2:7][C:15]([C:17]1[CH:18]=[N:19][N:20]([C:23]2[CH:28]=[CH:27][CH:26]=[CH:25][CH:24]=2)[C:21]=1[CH3:22])=[O:14])(=[O:6])[O:4][CH3:5]. The catalyst class is: 134. (4) Reactant: [Cl:1][C:2]1[CH:3]=[C:4]([NH:9][C:10]([NH:12][C:13](=[O:21])[CH2:14][C:15]2[CH:20]=[CH:19][CH:18]=[CH:17][CH:16]=2)=[S:11])[CH:5]=[C:6]([Cl:8])[CH:7]=1.I[CH2:23]I.C(N(CC)CC)C. Product: [Cl:1][C:2]1[CH:3]=[C:4](/[N:9]=[C:10]2\[S:11][CH2:23][N:12]\2[C:13](=[O:21])[CH2:14][C:15]2[CH:16]=[CH:17][CH:18]=[CH:19][CH:20]=2)[CH:5]=[C:6]([Cl:8])[CH:7]=1. The catalyst class is: 21. (5) Reactant: [F:1][C:2]1[CH:3]=[CH:4][C:5]([NH:8][NH:9][C:10](=O)[C:11]2[CH:16]=[CH:15][C:14]([CH2:17][N:18]3[CH2:23][CH2:22][O:21][CH2:20][CH2:19]3)=[CH:13][CH:12]=2)=[N:6][CH:7]=1.C1(P(C2C=CC=CC=2)C2C=CC=CC=2)C=CC=CC=1.C(N(CC)CC)C.ClC(Cl)(Cl)C(Cl)(Cl)Cl. Product: [F:1][C:2]1[CH:3]=[CH:4][C:5]2[N:6]([C:10]([C:11]3[CH:16]=[CH:15][C:14]([CH2:17][N:18]4[CH2:23][CH2:22][O:21][CH2:20][CH2:19]4)=[CH:13][CH:12]=3)=[N:9][N:8]=2)[CH:7]=1. The catalyst class is: 1.